Dataset: Forward reaction prediction with 1.9M reactions from USPTO patents (1976-2016). Task: Predict the product of the given reaction. (1) The product is: [NH2:1][C:2]1[C:7]([F:8])=[C:6]([C:9]2[CH:14]=[CH:13][C:12]([Cl:15])=[C:11]([O:16][CH3:17])[C:10]=2[F:18])[N:5]=[C:4]([C:19]([O:21][CH2:24][C:25]2[CH:30]=[CH:29][C:28]([O:31][C:32]([F:33])([F:34])[F:35])=[CH:27][CH:26]=2)=[O:20])[C:3]=1[Cl:22]. Given the reactants [NH2:1][C:2]1[C:7]([F:8])=[C:6]([C:9]2[CH:14]=[CH:13][C:12]([Cl:15])=[C:11]([O:16][CH3:17])[C:10]=2[F:18])[N:5]=[C:4]([C:19]([OH:21])=[O:20])[C:3]=1[Cl:22].Br[CH2:24][C:25]1[CH:30]=[CH:29][C:28]([O:31][C:32]([F:35])([F:34])[F:33])=[CH:27][CH:26]=1.C([O-])([O-])=O.[K+].[K+], predict the reaction product. (2) Given the reactants [F:1][C:2]1[CH:7]=[CH:6][C:5]([C@@H:8]2[N:13]([C:14]([O:16][C:17]([CH3:20])([CH3:19])[CH3:18])=[O:15])[CH2:12][CH2:11][N:10]3[C:21](=[O:24])[CH2:22][CH2:23][C@@H:9]23)=[C:4]([CH3:25])[CH:3]=1.[Li+].C[Si]([N-][Si](C)(C)C)(C)C.CN1C(=O)N(C)[CH2:40][CH2:39][CH2:38]1.[CH2:45](Br)[CH:46]=[CH2:47], predict the reaction product. The product is: [CH2:38]([C:22]1([CH2:47][CH:46]=[CH2:45])[C:21](=[O:24])[N:10]2[CH2:11][CH2:12][N:13]([C:14]([O:16][C:17]([CH3:20])([CH3:19])[CH3:18])=[O:15])[C@H:8]([C:5]3[CH:6]=[CH:7][C:2]([F:1])=[CH:3][C:4]=3[CH3:25])[C@@H:9]2[CH2:23]1)[CH:39]=[CH2:40]. (3) Given the reactants C1C2C(COC(=O)[NH:17][C@H:18]([C:26](=[O:44])[NH:27][C@H:28]([C:33](=[O:43])[NH:34][C:35]3[CH:40]=[CH:39][C:38]([CH2:41][OH:42])=[CH:37][CH:36]=3)[CH2:29][CH2:30][CH2:31][CH3:32])[CH2:19][C:20]3[CH:25]=[CH:24][CH:23]=[CH:22][CH:21]=3)C3C(=CC=CC=3)C=2C=CC=1.C(NCC)C, predict the reaction product. The product is: [OH:42][CH2:41][C:38]1[CH:37]=[CH:36][C:35]([NH:34][C:33](=[O:43])[C@@H:28]([NH:27][C:26](=[O:44])[C@@H:18]([NH2:17])[CH2:19][C:20]2[CH:21]=[CH:22][CH:23]=[CH:24][CH:25]=2)[CH2:29][CH2:30][CH2:31][CH3:32])=[CH:40][CH:39]=1.